From a dataset of Catalyst prediction with 721,799 reactions and 888 catalyst types from USPTO. Predict which catalyst facilitates the given reaction. Reactant: [OH:1][CH2:2][C:3]1[C:4]2[N:5]([N:11]=[C:12]([CH:17]([CH3:19])[CH3:18])[C:13]=2C(O)=O)[C:6]([O:9][CH3:10])=[CH:7][CH:8]=1. Product: [OH:1][CH2:2][C:3]1[C:4]2[N:5]([N:11]=[C:12]([CH:17]([CH3:19])[CH3:18])[CH:13]=2)[C:6]([O:9][CH3:10])=[CH:7][CH:8]=1. The catalyst class is: 262.